Task: Predict which catalyst facilitates the given reaction.. Dataset: Catalyst prediction with 721,799 reactions and 888 catalyst types from USPTO Reactant: [F:1][C:2]1[CH:30]=[CH:29][C:5]([CH2:6][N:7]2[CH2:12][CH2:11][CH:10]([N:13]([CH3:28])[C:14]([N:16]3[CH:20]=[C:19]([C:21]4[CH:26]=[CH:25][C:24]([OH:27])=[CH:23][CH:22]=4)[N:18]=[CH:17]3)=[O:15])[CH2:9][CH2:8]2)=[CH:4][C:3]=1[O:31][CH3:32].[S:33](Cl)(=[O:36])(=[O:35])[NH2:34]. Product: [S:33](=[O:36])(=[O:35])([O:27][C:24]1[CH:25]=[CH:26][C:21]([C:19]2[N:18]=[CH:17][N:16]([C:14](=[O:15])[N:13]([CH:10]3[CH2:11][CH2:12][N:7]([CH2:6][C:5]4[CH:29]=[CH:30][C:2]([F:1])=[C:3]([O:31][CH3:32])[CH:4]=4)[CH2:8][CH2:9]3)[CH3:28])[CH:20]=2)=[CH:22][CH:23]=1)[NH2:34]. The catalyst class is: 80.